From a dataset of Full USPTO retrosynthesis dataset with 1.9M reactions from patents (1976-2016). Predict the reactants needed to synthesize the given product. (1) Given the product [CH3:15][C:16]1[O:17][C:18]2[C:24]([NH:25][C:8]3[CH:7]=[CH:6][C:5]4[C:4]([NH2:1])=[CH:13][CH:12]=[CH:11][C:10]=4[N:9]=3)=[CH:23][CH:22]=[CH:21][C:19]=2[CH:20]=1, predict the reactants needed to synthesize it. The reactants are: [N+:1]([C:4]1[CH:13]=[CH:12][CH:11]=[C:10]2[C:5]=1[CH:6]=[CH:7][C:8](Cl)=[N:9]2)([O-])=O.[CH3:15][C:16]1[O:17][C:18]2[C:24]([NH2:25])=[CH:23][CH:22]=[CH:21][C:19]=2[CH:20]=1. (2) Given the product [C:1]([O:5][C:6]([NH:8][CH2:9][C:10]1[CH:11]=[C:12]([C:17]2[S:18][C:19]([CH:46]=[CH2:47])=[C:20]([C:22]([NH:24][C:25]3[CH:30]=[CH:29][CH:28]=[CH:27][C:26]=3[CH2:31][C:32]([O:34][C:35]([CH3:38])([CH3:37])[CH3:36])=[O:33])=[O:23])[N:21]=2)[CH:13]=[C:14]([F:16])[CH:15]=1)=[O:7])([CH3:4])([CH3:3])[CH3:2], predict the reactants needed to synthesize it. The reactants are: [C:1]([O:5][C:6]([NH:8][CH2:9][C:10]1[CH:11]=[C:12]([C:17]2[S:18][C:19](Cl)=[C:20]([C:22]([NH:24][C:25]3[CH:30]=[CH:29][CH:28]=[CH:27][C:26]=3[CH2:31][C:32]([O:34][C:35]([CH3:38])([CH3:37])[CH3:36])=[O:33])=[O:23])[N:21]=2)[CH:13]=[C:14]([F:16])[CH:15]=1)=[O:7])([CH3:4])([CH3:3])[CH3:2].B1(C=C)OB([CH:46]=[CH2:47])OB(C=C)O1.C1C=CN=CC=1.C([O-])([O-])=O.[K+].[K+].